From a dataset of Catalyst prediction with 721,799 reactions and 888 catalyst types from USPTO. Predict which catalyst facilitates the given reaction. (1) Reactant: [C:1]([C:3]1[N:8]=[C:7]([C:9]([N:11]2[CH2:16][CH2:15][CH:14]([N:17]3[CH2:21][CH2:20][CH2:19][CH2:18]3)[CH2:13][CH2:12]2)=[O:10])[C:6]([CH3:22])=[CH:5][C:4]=1[C:23]1[CH:28]=[CH:27][CH:26]=[C:25]([C:29]([F:32])([F:31])[F:30])[CH:24]=1)#[CH:2].[N:33]([CH2:36][C:37]1[CH:42]=[CH:41][C:40]([O:43][CH3:44])=[CH:39][CH:38]=1)=[N+:34]=[N-:35].[Na].O=C1O[C@H]([C@H](CO)O)C([O-])=C1O. Product: [CH3:44][O:43][C:40]1[CH:39]=[CH:38][C:37]([CH2:36][N:33]2[CH:2]=[C:1]([C:3]3[N:8]=[C:7]([C:9]([N:11]4[CH2:16][CH2:15][CH:14]([N:17]5[CH2:21][CH2:20][CH2:19][CH2:18]5)[CH2:13][CH2:12]4)=[O:10])[C:6]([CH3:22])=[CH:5][C:4]=3[C:23]3[CH:28]=[CH:27][CH:26]=[C:25]([C:29]([F:31])([F:32])[F:30])[CH:24]=3)[N:35]=[N:34]2)=[CH:42][CH:41]=1. The catalyst class is: 580. (2) Reactant: Cl.[Cl:2][C:3]1[CH:4]=[C:5]([O:23][CH2:24][C:25]2[C:30]([F:31])=[CH:29][CH:28]=[CH:27][C:26]=2[F:32])[C:6]2[N:7]([C:9]([C:13]([NH:15][C@H:16]([CH2:19][CH2:20][CH2:21][CH3:22])[CH2:17]Cl)=[O:14])=[C:10]([CH3:12])[N:11]=2)[CH:8]=1.[N-]=[N+]=[N-].[Na+].O. Product: [CH2:19]([C@@H:16]1[CH2:17][O:14][C:13]([C:9]2[N:7]3[CH:8]=[C:3]([Cl:2])[CH:4]=[C:5]([O:23][CH2:24][C:25]4[C:26]([F:32])=[CH:27][CH:28]=[CH:29][C:30]=4[F:31])[C:6]3=[N:11][C:10]=2[CH3:12])=[N:15]1)[CH2:20][CH2:21][CH3:22]. The catalyst class is: 3. (3) Reactant: Br[C:2]1[S:3][CH:4]=[C:5]([Br:7])[N:6]=1.[CH3:8][O:9][C:10]1[CH:11]=[C:12](B(O)O)[CH:13]=[CH:14][CH:15]=1.CCCCCC.C(OCC)(=O)C. Product: [Br:7][C:5]1[N:6]=[C:2]([C:14]2[CH:13]=[CH:12][CH:11]=[C:10]([O:9][CH3:8])[CH:15]=2)[S:3][CH:4]=1. The catalyst class is: 4. (4) Reactant: [Br:1][C:2]1[CH:3]=[CH:4][C:5]([C:8]([OH:10])=O)=[N:6][CH:7]=1.ClC1N=C(OC)N=C(OC)N=1.CN1CCOCC1.[N:29]1([CH2:34][CH2:35][NH2:36])[CH2:33][CH2:32][CH2:31][CH2:30]1. Product: [N:29]1([CH2:34][CH2:35][NH:36][C:8]([C:5]2[CH:4]=[CH:3][C:2]([Br:1])=[CH:7][N:6]=2)=[O:10])[CH2:33][CH2:32][CH2:31][CH2:30]1. The catalyst class is: 2. (5) Reactant: Cl.[NH2:2][C@@H:3]([C:6]1[CH:11]=[CH:10][CH:9]=[CH:8][C:7]=1[Cl:12])[CH2:4][OH:5].[OH-].[K+].C1C[O:18][CH2:17]C1.C(=O)(OC(Cl)(Cl)Cl)OC(Cl)(Cl)Cl. Product: [Cl:12][C:7]1[CH:8]=[CH:9][CH:10]=[CH:11][C:6]=1[C@H:3]1[CH2:4][O:5][C:17](=[O:18])[NH:2]1. The catalyst class is: 238. (6) Reactant: [O:1]=[C:2]1[C:10]2([CH2:15][CH2:14][N:13]([CH2:16][C:17]([F:20])([F:19])[F:18])[CH2:12][CH2:11]2)[C:9]2[C:4](=[CH:5][CH:6]=[CH:7][CH:8]=2)[N:3]1[CH2:21][C:22]([OH:24])=O.[NH2:25][C:26]1[N:31]=[CH:30][C:29]2[CH2:32][C:33]3([CH2:43][C:28]=2[CH:27]=1)[C:41]1[C:36](=[N:37][CH:38]=[CH:39][CH:40]=1)[NH:35][C:34]3=[O:42].C1CN(C(Cl)=[N+]2CCCC2)CC1.F[P-](F)(F)(F)(F)F.C(N(CC)C(C)C)(C)C. Product: [O:42]=[C:34]1[NH:35][C:36]2=[N:37][CH:38]=[CH:39][CH:40]=[C:41]2[C:33]21[CH2:32][C:29]1[CH:30]=[N:31][C:26]([NH:25][C:22](=[O:24])[CH2:21][N:3]3[C:4]4[C:9](=[CH:8][CH:7]=[CH:6][CH:5]=4)[C:10]4([CH2:15][CH2:14][N:13]([CH2:16][C:17]([F:18])([F:19])[F:20])[CH2:12][CH2:11]4)[C:2]3=[O:1])=[CH:27][C:28]=1[CH2:43]2. The catalyst class is: 1. (7) Reactant: [H-].[Al+3].[Li+].[H-].[H-].[H-].[C:7]([N:11]1[CH:15]=[C:14]([C:16](OC)=[O:17])[CH:13]=[N:12]1)([CH3:10])([CH3:9])[CH3:8].[OH-].[K+]. Product: [C:7]([N:11]1[CH:15]=[C:14]([CH2:16][OH:17])[CH:13]=[N:12]1)([CH3:10])([CH3:9])[CH3:8]. The catalyst class is: 7. (8) Reactant: C1C(=O)N([Br:8])C(=O)C1.[CH3:9][C:10](=[CH2:21])[C:11]([N:13]1[CH2:17][CH2:16][CH2:15][C@@H:14]1[C:18]([OH:20])=[O:19])=[O:12]. Product: [Br:8][CH2:21][C@:10]1([CH3:9])[O:19][C:18](=[O:20])[C@H:14]2[CH2:15][CH2:16][CH2:17][N:13]2[C:11]1=[O:12]. The catalyst class is: 3. (9) Reactant: C(OC([N:8]1[CH2:13][CH2:12][O:11][CH2:10][CH:9]1[CH2:14][O:15][C:16]([N:18]1[CH2:23][CH2:22][N:21]([C:24]2[CH:29]=[CH:28][C:27]([F:30])=[CH:26][CH:25]=2)[CH2:20][CH2:19]1)=[O:17])=O)(C)(C)C.C(O)(C(F)(F)F)=O. Product: [F:30][C:27]1[CH:28]=[CH:29][C:24]([N:21]2[CH2:20][CH2:19][N:18]([C:16]([O:15][CH2:14][CH:9]3[CH2:10][O:11][CH2:12][CH2:13][NH:8]3)=[O:17])[CH2:23][CH2:22]2)=[CH:25][CH:26]=1. The catalyst class is: 2. (10) Reactant: [CH3:1][C:2]1[CH:7]=[CH:6][C:5]([C:8]2[CH:13]=[C:12]([S:14]([CH3:17])(=[O:16])=[O:15])[CH:11]=[C:10]([C:18]([OH:20])=O)[CH:9]=2)=[CH:4][CH:3]=1.[CH3:21][C:22]1[N:27]=[CH:26][C:25]([C@H:28]([NH2:30])[CH3:29])=[CH:24][N:23]=1.F[P-](F)(F)(F)(F)F.C[N+](C)=C(N(C)C)ON1C2N=CC=CC=2N=N1.C(N(CC)C(C)C)(C)C. Product: [CH3:1][C:2]1[CH:3]=[CH:4][C:5]([C:8]2[CH:13]=[C:12]([S:14]([CH3:17])(=[O:15])=[O:16])[CH:11]=[C:10]([C:18]([NH:30][C@@H:28]([C:25]3[CH:24]=[N:23][C:22]([CH3:21])=[N:27][CH:26]=3)[CH3:29])=[O:20])[CH:9]=2)=[CH:6][CH:7]=1. The catalyst class is: 508.